From a dataset of Full USPTO retrosynthesis dataset with 1.9M reactions from patents (1976-2016). Predict the reactants needed to synthesize the given product. (1) Given the product [C:6]([Si:3]([O:10][CH2:11][C:12]1[CH:17]=[C:16]([O:18][CH2:19][CH3:20])[C:15]([C:21]2([O:25][CH3:29])[CH2:22][CH2:23][CH2:24]2)=[C:14]([O:26][CH2:27][CH3:28])[CH:13]=1)([CH3:5])[CH3:4])([CH3:9])([CH3:8])[CH3:7], predict the reactants needed to synthesize it. The reactants are: [H-].[Na+].[Si:3]([O:10][CH2:11][C:12]1[CH:17]=[C:16]([O:18][CH2:19][CH3:20])[C:15]([C:21]2([OH:25])[CH2:24][CH2:23][CH2:22]2)=[C:14]([O:26][CH2:27][CH3:28])[CH:13]=1)([C:6]([CH3:9])([CH3:8])[CH3:7])([CH3:5])[CH3:4].[CH3:29]N(C=O)C.IC. (2) Given the product [CH2:1]([C:8]1[C:17]([C:18]2[CH:23]=[CH:22][N:21]=[C:20]([NH:24][CH:25]3[CH2:29][CH2:28][CH2:27][CH2:26]3)[N:19]=2)=[C:11]2[CH:12]=[CH:13][CH:14]=[C:15]([NH:35][CH:30]3[CH2:34][CH2:33][CH2:32][CH2:31]3)[N:10]2[N:9]=1)[C:2]1[CH:7]=[CH:6][CH:5]=[CH:4][CH:3]=1, predict the reactants needed to synthesize it. The reactants are: [CH2:1]([C:8]1[C:17]([C:18]2[CH:23]=[CH:22][N:21]=[C:20]([NH:24][CH:25]3[CH2:29][CH2:28][CH2:27][CH2:26]3)[N:19]=2)=[C:11]2[CH:12]=[CH:13][CH:14]=[C:15](Cl)[N:10]2[N:9]=1)[C:2]1[CH:7]=[CH:6][CH:5]=[CH:4][CH:3]=1.[CH:30]1([NH2:35])[CH2:34][CH2:33][CH2:32][CH2:31]1.